From a dataset of Forward reaction prediction with 1.9M reactions from USPTO patents (1976-2016). Predict the product of the given reaction. Given the reactants C([O:3][CH:4](OCC)[C:5]1[S:6][C:7]([CH:15]([CH3:17])[CH3:16])=[C:8]([C:10]([O:12][CH2:13][CH3:14])=[O:11])[N:9]=1)C, predict the reaction product. The product is: [CH:4]([C:5]1[S:6][C:7]([CH:15]([CH3:16])[CH3:17])=[C:8]([C:10]([O:12][CH2:13][CH3:14])=[O:11])[N:9]=1)=[O:3].